Regression. Given a peptide amino acid sequence and an MHC pseudo amino acid sequence, predict their binding affinity value. This is MHC class I binding data. From a dataset of Peptide-MHC class I binding affinity with 185,985 pairs from IEDB/IMGT. (1) The peptide sequence is RRLTARGL. The MHC is Mamu-B08 with pseudo-sequence Mamu-B08. The binding affinity (normalized) is 0.853. (2) The peptide sequence is FESYVRPFVA. The MHC is HLA-B45:01 with pseudo-sequence HLA-B45:01. The binding affinity (normalized) is 0.536.